Dataset: Peptide-MHC class I binding affinity with 185,985 pairs from IEDB/IMGT. Task: Regression. Given a peptide amino acid sequence and an MHC pseudo amino acid sequence, predict their binding affinity value. This is MHC class I binding data. (1) The peptide sequence is KIGEVIGPK. The MHC is HLA-B08:01 with pseudo-sequence HLA-B08:01. The binding affinity (normalized) is 0.0847. (2) The peptide sequence is FHARFVQAL. The MHC is HLA-B27:05 with pseudo-sequence HLA-B27:05. The binding affinity (normalized) is 0.0847. (3) The peptide sequence is AENGWGFYF. The MHC is HLA-A30:01 with pseudo-sequence HLA-A30:01. The binding affinity (normalized) is 0.0847. (4) The peptide sequence is VCPLGLLLK. The MHC is HLA-A33:01 with pseudo-sequence HLA-A33:01. The binding affinity (normalized) is 0. (5) The peptide sequence is DAYGFHNYK. The MHC is HLA-B15:01 with pseudo-sequence HLA-B15:01. The binding affinity (normalized) is 0.0847. (6) The peptide sequence is INEEAADW. The MHC is Mamu-B52 with pseudo-sequence Mamu-B52. The binding affinity (normalized) is 0.262. (7) The peptide sequence is RRARSLSAERY. The MHC is HLA-A68:01 with pseudo-sequence HLA-A68:01. The binding affinity (normalized) is 0. (8) The peptide sequence is DLLDTASALY. The MHC is HLA-A29:02 with pseudo-sequence HLA-A29:02. The binding affinity (normalized) is 0.602.